This data is from Drug-target binding data from BindingDB using Ki measurements. The task is: Regression. Given a target protein amino acid sequence and a drug SMILES string, predict the binding affinity score between them. We predict pKi (pKi = -log10(Ki in M); higher means stronger inhibition). Dataset: bindingdb_ki. (1) The drug is CC(=O)N[C@@H](Cc1c[nH]c2ccccc12)C(=O)O. The target protein (Q91Y77) has sequence MVPSLEEPAAAERETNEAQPPGPAPSDDAPLPVPGPSDVSDGSVEKVEVELTRSTGNQEPPEPPEGGWGWLVMLAAMWCNGSVFGIQNAYGVLFVSMLETFGAKDDDNMAFKAAWVGSLSMGMIFFCCPIVSVFTDMFGCRRTAVLGAAVGFVGLMSSSFVSSIEPLYFTYGVVFACGCSFAYQPSLVILGHYFKKRLGLVNGIVTAGSSVFTILLPLLLGNLTSTVGLCYTLRILCIFMFVLFLAGFTYRPLVPSSKEKESEDSRSSFFSRRKLSPPKKIFNFALFKETAYAVWAAGIPLALFGYFVPYVHLMNHVKERFKDVNNKEVLFMCIGVTSGVGRLLFGRIADYLPGVKKVYLQVLSFFFIGLTSMMIPLCSVFGALIALCLIMGLFDGCFISIMAPIAFELVGPQDASQAIGFLLGFMSIPMTVGPPVAGLLHDKLGSYDLAFYLAGIPPFIGGAVLCLIPWIHSKKQREISKNTGGEKMEKMLANQSSLLS.... The pKi is 2.8. (2) The compound is CCOCCn1cnc2nc(NCc3ccc(Cl)c(Cl)c3)[nH]c(=O)c21. The target protein (P10443) has sequence MSEPRFVHLRVHSDYSMIDGLAKTAPLVKKAAALGMPALAITDFTNLCGLVKFYGAGHGAGIKPIVGADFNVQCDLLGDELTHLTVLAANNTGYQNLTLLISKAYQRGYGAAGPIIDRDWLIELNEGLILLSGGRMGDVGRSLLRGNSALVDECVAFYEEHFPDRYFLELIRTGRPDEESYLHAAVELAEARGLPVVATNDVRFIDSSDFDAHEIRVAIHDGFTLDDPKRPRNYSPQQYMRSEEEMCELFADIPEALANTVEIAKRCNVTVRLGEYFLPQFPTGDMSTEDYLVKRAKEGLEERLAFLFPDEEERLKRRPEYDERLETELQVINQMGFPGYFLIVMEFIQWSKDNGVPVGPGRGSGAGSLVAYALKITDLDPLEFDLLFERFLNPERVSMPDFDVDFCMEKRDQVIEHVADMYGRDAVSQIITFGTMAAKAVIRDVGRVLGHPYGFVDRISKLIPPDPGMTLAKAFEAEPQLPEIYEADEEVKALIDMARK.... The pKi is 4.2. (3) The drug is O=C([O-])CCCCCCC(=O)[O-]. The target protein (Q80UJ1) has sequence MAFTDLLDALGGVGRFQLVYTALLLLPCGLLACHTFLQNFTAAAPPHHCQHPANYTEPTTNVSGVWLRAAIPLNQHGDPEPCRRYVEPQWALLKPNASSHGVATEGCKDGWVYDRSIFPSTIVMEWDLVCEARTLRDLAQSIYMSGVLVGAALFGGLADRLGRKAPLVWSYLQLAVSGAATAYVGSFSAYCVFRFLMGMTFSGIILNSLSLVVEWMPTRGRTVAGILLGFSFTLGQLILAGVAYLIRPWRWLQFAVSAPFLVFFLYSWWLPESSRWLLLHGKAQQAVQNLQKVAMMNGRKAEGERLTTEVVSSYIQDEFASVRTSNSILDLFRTPAIRRVTCCLMGVWFSNSVAYYGLAMDLQKFGLSIYLVQALFGIIDIPAMLVATTTMIYVGRRATVSSFLILAGLMVIANMFMPEDLQTLRTVQAALGKGCLASSFICVYLFTGELYPTEIRQMGMGFASVNARLGGLVAPLITTLGEISPVLPPVSFGATSVLAG.... The pKi is 3.0.